This data is from Catalyst prediction with 721,799 reactions and 888 catalyst types from USPTO. The task is: Predict which catalyst facilitates the given reaction. (1) The catalyst class is: 10. Reactant: [CH2:1]([O:4][N:5]([C@@H:18]1[C:23]([CH3:24])=[CH:22][C@@H:21]([CH2:25][O:26][Si:27]([C:30]([CH3:33])([CH3:32])[CH3:31])([CH3:29])[CH3:28])[NH:20][CH2:19]1)S(C1C=CC=CC=1[N+]([O-])=O)(=O)=O)[CH:2]=[CH2:3].C(=O)([O-])[O-].[K+].[K+].C1(S)C=CC=CC=1. Product: [CH2:1]([O:4][NH:5][C@@H:18]1[C:23]([CH3:24])=[CH:22][C@@H:21]([CH2:25][O:26][Si:27]([C:30]([CH3:33])([CH3:32])[CH3:31])([CH3:28])[CH3:29])[NH:20][CH2:19]1)[CH:2]=[CH2:3]. (2) Reactant: [CH3:1][C:2]1[N:3]=[C:4]([NH:7][C:8]2[N:13]=[CH:12][C:11]([S:14][CH2:15][CH2:16][C:17](OC)=O)=[CH:10][C:9]=2[O:21][C:22]2[CH:27]=[CH:26][CH:25]=[CH:24][CH:23]=2)[S:5][CH:6]=1.[Cl:28][C:29]1[CH:34]=C([N+]([O-])=O)C=C[N:30]=1.CC([O-])(C)C.[K+].[NH4+].[Cl-:45].Cl. Product: [ClH:28].[ClH:45].[Cl:28][C:29]1[CH:34]=[C:15]([S:14][C:11]2[CH:10]=[C:9]([O:21][C:22]3[CH:27]=[CH:26][CH:25]=[CH:24][CH:23]=3)[C:8]([NH:7][C:4]3[S:5][CH:6]=[C:2]([CH3:1])[N:3]=3)=[N:13][CH:12]=2)[CH:16]=[CH:17][N:30]=1. The catalyst class is: 16. (3) Reactant: C([O:8][C:9]1[CH:22]=[CH:21][C:12]([NH:13][C:14]2[CH:19]=[CH:18][C:17]([F:20])=[CH:16][CH:15]=2)=[CH:11][CH:10]=1)C1C=CC=CC=1.CCOC(C)=O. Product: [F:20][C:17]1[CH:18]=[CH:19][C:14]([NH:13][C:12]2[CH:21]=[CH:22][C:9]([OH:8])=[CH:10][CH:11]=2)=[CH:15][CH:16]=1. The catalyst class is: 256.